Dataset: Full USPTO retrosynthesis dataset with 1.9M reactions from patents (1976-2016). Task: Predict the reactants needed to synthesize the given product. (1) Given the product [Cl:1][C:2]1[CH:3]=[C:4]([C:8]2[N:12]=[C:11]([CH2:13][C:14]([CH3:19])([CH3:18])[C:15]([NH:36][NH2:37])=[O:16])[O:10][N:9]=2)[CH:5]=[CH:6][CH:7]=1, predict the reactants needed to synthesize it. The reactants are: [Cl:1][C:2]1[CH:3]=[C:4]([C:8]2[N:12]=[C:11]([CH2:13][C:14]([CH3:19])([CH3:18])[C:15](O)=[O:16])[O:10][N:9]=2)[CH:5]=[CH:6][CH:7]=1.C(N(CC)CC)C.ClC(OCC(C)C)=O.O.[NH2:36][NH2:37]. (2) The reactants are: [CH3:1][O:2][CH2:3][CH2:4][C:5]1([C:11]([O:13][C:14]([CH3:17])([CH3:16])[CH3:15])=[O:12])SCCCS1.BrN1C(=[O:24])CCC1=O. Given the product [CH3:1][O:2][CH2:3][CH2:4][C:5](=[O:24])[C:11]([O:13][C:14]([CH3:17])([CH3:16])[CH3:15])=[O:12], predict the reactants needed to synthesize it. (3) The reactants are: [C:1]([O:5][C:6](=[O:28])[NH:7][C:8]1([C:12]2[CH:17]=[CH:16][C:15]([C:18](=O)[CH:19](Br)[C:20]3[CH:25]=[CH:24][CH:23]=[CH:22][CH:21]=3)=[CH:14][CH:13]=2)[CH2:11][CH2:10][CH2:9]1)([CH3:4])([CH3:3])[CH3:2].[NH2:29][C:30]1[CH:35]=[C:34]([C:36]#[N:37])[CH:33]=[CH:32][N:31]=1. Given the product [C:1]([O:5][C:6](=[O:28])[NH:7][C:8]1([C:12]2[CH:17]=[CH:16][C:15]([C:18]3[N:29]=[C:30]4[CH:35]=[C:34]([C:36]#[N:37])[CH:33]=[CH:32][N:31]4[C:19]=3[C:20]3[CH:25]=[CH:24][CH:23]=[CH:22][CH:21]=3)=[CH:14][CH:13]=2)[CH2:11][CH2:10][CH2:9]1)([CH3:4])([CH3:3])[CH3:2], predict the reactants needed to synthesize it. (4) Given the product [Br:8][C:5]1[N:4]=[C:3]([C:9]#[N:10])[C:2]([NH:1][C:13](=[O:20])[C:14]2[CH:19]=[CH:18][CH:17]=[CH:16][CH:15]=2)=[N:7][CH:6]=1, predict the reactants needed to synthesize it. The reactants are: [NH2:1][C:2]1[C:3]([C:9]#[N:10])=[N:4][C:5]([Br:8])=[CH:6][N:7]=1.[H-].[Na+].[C:13](Cl)(=[O:20])[C:14]1[CH:19]=[CH:18][CH:17]=[CH:16][CH:15]=1.Cl.C.